Predict which catalyst facilitates the given reaction. From a dataset of Catalyst prediction with 721,799 reactions and 888 catalyst types from USPTO. (1) Reactant: I[C:2]1[CH:3]=[C:4]([CH:10]=[CH:11][CH:12]=1)[C:5]([O:7][CH2:8][CH3:9])=[O:6].C([Mg]Cl)(C)C.[F:18][C:19]1[CH:24]=[CH:23][C:22]([C:25]2[N:26]=[CH:27][N:28]3[C:37]=2[CH:36]=[C:35]2[C@@:30]([CH3:40])([C@@H:31]([CH:38]=[O:39])[CH2:32][CH2:33][CH2:34]2)[CH2:29]3)=[CH:21][CH:20]=1. Product: [F:18][C:19]1[CH:24]=[CH:23][C:22]([C:25]2[N:26]=[CH:27][N:28]3[C:37]=2[CH:36]=[C:35]2[C@@:30]([CH3:40])([C@@H:31]([CH:38]([OH:39])[C:2]4[CH:3]=[C:4]([CH:10]=[CH:11][CH:12]=4)[C:5]([O:7][CH2:8][CH3:9])=[O:6])[CH2:32][CH2:33][CH2:34]2)[CH2:29]3)=[CH:21][CH:20]=1. The catalyst class is: 1. (2) Reactant: [CH3:1][C:2]1[CH:7]=[CH:6][C:5]([S:8]([NH:11][C:12]2[CH:16]=[CH:15][S:14][C:13]=2[C:17]([O:19]C)=[O:18])(=[O:10])=[O:9])=[CH:4][CH:3]=1.[OH-].[Na+].CO. Product: [CH3:1][C:2]1[CH:7]=[CH:6][C:5]([S:8]([NH:11][C:12]2[CH:16]=[CH:15][S:14][C:13]=2[C:17]([OH:19])=[O:18])(=[O:9])=[O:10])=[CH:4][CH:3]=1. The catalyst class is: 7. (3) Reactant: [CH2:1]([CH:8]1[CH2:13][CH2:12][N:11]([C:14]2[N:19]=[CH:18][N:17]=[C:16]([NH:20][NH:21][C:22](=O)[CH2:23][CH:24]3[CH2:26][CH2:25]3)[C:15]=2[Cl:28])[CH2:10][CH2:9]1)[C:2]1[CH:7]=[CH:6][CH:5]=[CH:4][CH:3]=1.[Si](N=[N+]=[N-])(C)(C)C.C1(P(C2C=CC=CC=2)C2C=CC=CC=2)C=CC=CC=1.CCOC(/N=N/C(OCC)=O)=O.C1(C)C=CC=CC=1. Product: [CH2:1]([CH:8]1[CH2:13][CH2:12][N:11]([C:14]2[N:19]=[CH:18][N:17]3[C:22]([CH2:23][CH:24]4[CH2:26][CH2:25]4)=[N:21][N:20]=[C:16]3[C:15]=2[Cl:28])[CH2:10][CH2:9]1)[C:2]1[CH:7]=[CH:6][CH:5]=[CH:4][CH:3]=1. The catalyst class is: 375. (4) Reactant: [OH:1][CH2:2][CH:3]([C:16]1[S:17][CH:18]=[CH:19][CH:20]=1)[C:4]([O:6][CH2:7][C:8]1[CH:13]=[CH:12][C:11]([O:14][CH3:15])=[CH:10][CH:9]=1)=[O:5].N1C=CC=CC=1.[C:27](OC(=O)C)(=[O:29])[CH3:28]. Product: [C:27]([O:1][CH2:2][CH:3]([C:16]1[S:17][CH:18]=[CH:19][CH:20]=1)[C:4]([O:6][CH2:7][C:8]1[CH:13]=[CH:12][C:11]([O:14][CH3:15])=[CH:10][CH:9]=1)=[O:5])(=[O:29])[CH3:28]. The catalyst class is: 526.